Predict the reaction yield, written as a fraction of the theoretical maximum amount of product (1.0 means a 100% yield; for example, 0.34 means a 34% yield). From a dataset of Reaction yield outcomes from USPTO patents with 853,638 reactions. The reactants are C(O)(=O)C.O=[C:6]1[CH2:11][CH2:10][C:9]([C:12]2[CH:13]=[CH:14][C:15]3[O:20][CH2:19][C:18](=[O:21])[NH:17][C:16]=3[CH:22]=2)=[CH:8][CH2:7]1.[CH3:23][C:24]1[CH:33]=[CH:32][C:31]2[C:26](=[CH:27][CH:28]=[CH:29][C:30]=2[N:34]2[CH2:39][CH2:38][NH:37][CH2:36][CH2:35]2)[N:25]=1.C(O[BH-](OC(=O)C)OC(=O)C)(=O)C.[Na+].[Cl:54]CCCl. No catalyst specified. The product is [ClH:54].[CH3:23][C:24]1[CH:33]=[CH:32][C:31]2[C:26](=[CH:27][CH:28]=[CH:29][C:30]=2[N:34]2[CH2:39][CH2:38][N:37]([CH:6]3[CH2:11][CH2:10][C:9]([C:12]4[CH:13]=[CH:14][C:15]5[O:20][CH2:19][C:18](=[O:21])[NH:17][C:16]=5[CH:22]=4)=[CH:8][CH2:7]3)[CH2:36][CH2:35]2)[N:25]=1. The yield is 0.0600.